Dataset: Full USPTO retrosynthesis dataset with 1.9M reactions from patents (1976-2016). Task: Predict the reactants needed to synthesize the given product. Given the product [Cl:11][C:9]1[CH:8]=[CH:7][C:3]([C:4]([NH2:6])=[O:5])=[C:2]([N:12]2[CH2:17][CH2:16][O:15][CH2:14][CH2:13]2)[N:10]=1, predict the reactants needed to synthesize it. The reactants are: Cl[C:2]1[N:10]=[C:9]([Cl:11])[CH:8]=[CH:7][C:3]=1[C:4]([NH2:6])=[O:5].[NH:12]1[CH2:17][CH2:16][O:15][CH2:14][CH2:13]1.